From a dataset of Catalyst prediction with 721,799 reactions and 888 catalyst types from USPTO. Predict which catalyst facilitates the given reaction. (1) Reactant: [Br:1][C:2]1[N:3]=[C:4]([CH2:7][O:8][C:9]2[C:10]([F:18])=[C:11]([C:14]([F:17])=[CH:15][CH:16]=2)[C:12]#[N:13])[S:5][CH:6]=1.Cl.[NH2:20][OH:21].[OH-].[Na+]. Product: [Br:1][C:2]1[N:3]=[C:4]([CH2:7][O:8][C:9]2[C:10]([F:18])=[C:11]([C:14]([F:17])=[CH:15][CH:16]=2)[C:12](=[N:20][OH:21])[NH2:13])[S:5][CH:6]=1. The catalyst class is: 14. (2) Reactant: Cl[CH2:2][C:3]1[CH:11]=[CH:10][C:6]2[O:7][CH2:8][O:9][C:5]=2[CH:4]=1.C(=O)([O-])[O-].[K+].[K+].[I-].[Na+].[C:20]([CH2:28][C:29]([O:31][CH2:32][CH3:33])=[O:30])(=[O:27])[C:21]1[CH:26]=[CH:25][CH:24]=[CH:23][CH:22]=1. Product: [CH2:32]([O:31][C:29](=[O:30])[CH:28]([CH2:2][C:3]1[CH:11]=[CH:10][C:6]2[O:7][CH2:8][O:9][C:5]=2[CH:4]=1)[C:20](=[O:27])[C:21]1[CH:22]=[CH:23][CH:24]=[CH:25][CH:26]=1)[CH3:33]. The catalyst class is: 9. (3) Reactant: [Cl:1][C:2]1[CH:3]=[C:4](/[CH:8]=[CH:9]/[CH2:10][CH2:11][N:12]2C(=O)C3=CC=CC=C3C2=O)[CH:5]=[CH:6][CH:7]=1.CN. Product: [Cl:1][C:2]1[CH:3]=[C:4](/[CH:8]=[CH:9]/[CH2:10][CH2:11][NH2:12])[CH:5]=[CH:6][CH:7]=1. The catalyst class is: 8. (4) Reactant: Br[C:2]1[C:3]([C:11]2[CH:16]=[CH:15][CH:14]=[C:13]([CH3:17])[N:12]=2)=[N:4][N:5]2[CH:10]=[CH:9][CH:8]=[CH:7][C:6]=12.C([Li])(C)(C)C.[B:23](OC(C)C)([O:28]C(C)C)[O:24]C(C)C. Product: [CH3:17][C:13]1[N:12]=[C:11]([C:3]2[C:2]([B:23]([OH:28])[OH:24])=[C:6]3[CH:7]=[CH:8][CH:9]=[CH:10][N:5]3[N:4]=2)[CH:16]=[CH:15][CH:14]=1. The catalyst class is: 1. (5) Reactant: C(OC([NH:8][CH:9]1[CH2:14][CH2:13][N:12]([CH2:15][CH2:16][N:17]2[C:25]3[C:20](=[CH:21][CH:22]=[C:23]([O:26][CH3:27])[CH:24]=3)[CH:19]=[C:18]2[C:28]([O:30][CH3:31])=[O:29])[CH2:11][CH2:10]1)=O)(C)(C)C.Cl. Product: [NH2:8][CH:9]1[CH2:10][CH2:11][N:12]([CH2:15][CH2:16][N:17]2[C:25]3[C:20](=[CH:21][CH:22]=[C:23]([O:26][CH3:27])[CH:24]=3)[CH:19]=[C:18]2[C:28]([O:30][CH3:31])=[O:29])[CH2:13][CH2:14]1. The catalyst class is: 12. (6) Reactant: [O:1]1[CH2:6][CH2:5][N:4]([C:7]2[CH:15]=[CH:14][C:10]([C:11]([OH:13])=O)=[CH:9][CH:8]=2)[CH2:3][CH2:2]1.C(N1C=CN=C1)(N1C=CN=C1)=O.[NH2:28][C@@H:29]1[CH2:38][CH2:37][C:36]2[C:31](=[C:32]([N:41]3[CH2:46][CH2:45][N:44]([CH3:47])[CH2:43][CH2:42]3)[CH:33]=[CH:34][C:35]=2[CH2:39][CH3:40])[CH2:30]1. The catalyst class is: 9. Product: [NH3:4].[CH2:39]([C:35]1[CH:34]=[CH:33][C:32]([N:41]2[CH2:42][CH2:43][N:44]([CH3:47])[CH2:45][CH2:46]2)=[C:31]2[C:36]=1[CH2:37][CH2:38][C@@H:29]([NH:28][C:11](=[O:13])[C:10]1[CH:9]=[CH:8][C:7]([N:4]3[CH2:3][CH2:2][O:1][CH2:6][CH2:5]3)=[CH:15][CH:14]=1)[CH2:30]2)[CH3:40]. (7) Reactant: [C:1]1([C:7]2[O:8][C:9]([C:15]([F:18])([F:17])[F:16])=[C:10]([C:12]([OH:14])=O)[N:11]=2)[CH:6]=[CH:5][CH:4]=[CH:3][CH:2]=1.C(Cl)(=O)C(Cl)=O.[C:25]([O:29][C:30]([N:32]1[CH2:38][CH2:37][CH2:36][N:35]([C:39]2[CH:44]=[CH:43][C:42]([NH2:45])=[CH:41][CH:40]=2)[CH2:34][CH2:33]1)=[O:31])([CH3:28])([CH3:27])[CH3:26].C(N(CC)CC)C. Product: [C:25]([O:29][C:30]([N:32]1[CH2:38][CH2:37][CH2:36][N:35]([C:39]2[CH:44]=[CH:43][C:42]([NH:45][C:12]([C:10]3[N:11]=[C:7]([C:1]4[CH:2]=[CH:3][CH:4]=[CH:5][CH:6]=4)[O:8][C:9]=3[C:15]([F:18])([F:17])[F:16])=[O:14])=[CH:41][CH:40]=2)[CH2:34][CH2:33]1)=[O:31])([CH3:28])([CH3:26])[CH3:27]. The catalyst class is: 59. (8) Reactant: O[CH2:2][CH2:3][O:4][C:5]1[C:10]([CH3:11])=[CH:9][C:8]([C:12]2[NH:21][C:20](=[O:22])[C:19]3[C:14](=[CH:15][CH:16]=[C:17]([O:23][CH3:24])[CH:18]=3)[N:13]=2)=[CH:7][C:6]=1[CH3:25].C(Br)(Br)(Br)[Br:27].C1(P(C2C=CC=CC=2)C2C=CC=CC=2)C=CC=CC=1. Product: [Br:27][CH2:2][CH2:3][O:4][C:5]1[C:10]([CH3:11])=[CH:9][C:8]([C:12]2[NH:21][C:20](=[O:22])[C:19]3[C:14](=[CH:15][CH:16]=[C:17]([O:23][CH3:24])[CH:18]=3)[N:13]=2)=[CH:7][C:6]=1[CH3:25]. The catalyst class is: 9. (9) Reactant: [Cl:1][C:2]1[CH:3]=[C:4]([C:9]2([C:28]([F:31])([F:30])[F:29])[O:13][N:12]=[C:11]([C:14]3[CH:19]=[CH:18][C:17]([S:20][CH:21]4[CH2:25][CH2:24][NH:23][C:22]4=[O:26])=[C:16]([CH3:27])[CH:15]=3)[CH2:10]2)[CH:5]=[C:6]([Cl:8])[CH:7]=1.C([O-])([O-])=O.[K+].[K+].FC(F)(F)S(O[CH2:44][C:45]([F:48])([F:47])[F:46])(=O)=O.O. Product: [Cl:8][C:6]1[CH:5]=[C:4]([C:9]2([C:28]([F:31])([F:29])[F:30])[O:13][N:12]=[C:11]([C:14]3[CH:19]=[CH:18][C:17]([S:20][CH:21]4[CH2:25][CH2:24][N:23]([CH2:44][C:45]([F:48])([F:47])[F:46])[C:22]4=[O:26])=[C:16]([CH3:27])[CH:15]=3)[CH2:10]2)[CH:3]=[C:2]([Cl:1])[CH:7]=1. The catalyst class is: 290.